Task: Regression. Given two drug SMILES strings and cell line genomic features, predict the synergy score measuring deviation from expected non-interaction effect.. Dataset: NCI-60 drug combinations with 297,098 pairs across 59 cell lines (1) Drug 1: CC(CN1CC(=O)NC(=O)C1)N2CC(=O)NC(=O)C2. Drug 2: C(CCl)NC(=O)N(CCCl)N=O. Cell line: PC-3. Synergy scores: CSS=17.0, Synergy_ZIP=-6.31, Synergy_Bliss=0.184, Synergy_Loewe=1.58, Synergy_HSA=2.27. (2) Cell line: OVCAR3. Drug 2: C1=CN(C=N1)CC(O)(P(=O)(O)O)P(=O)(O)O. Synergy scores: CSS=1.17, Synergy_ZIP=-2.90, Synergy_Bliss=-4.76, Synergy_Loewe=-5.49, Synergy_HSA=-5.94. Drug 1: CCC1(CC2CC(C3=C(CCN(C2)C1)C4=CC=CC=C4N3)(C5=C(C=C6C(=C5)C78CCN9C7C(C=CC9)(C(C(C8N6C=O)(C(=O)OC)O)OC(=O)C)CC)OC)C(=O)OC)O.OS(=O)(=O)O. (3) Cell line: HS 578T. Drug 1: C1=CN(C(=O)N=C1N)C2C(C(C(O2)CO)O)O.Cl. Drug 2: C1=CC=C(C=C1)NC(=O)CCCCCCC(=O)NO. Synergy scores: CSS=19.7, Synergy_ZIP=1.94, Synergy_Bliss=1.56, Synergy_Loewe=0.586, Synergy_HSA=3.46. (4) Drug 1: CC1C(C(CC(O1)OC2CC(CC3=C2C(=C4C(=C3O)C(=O)C5=C(C4=O)C(=CC=C5)OC)O)(C(=O)C)O)N)O.Cl. Drug 2: CC1=C(C=C(C=C1)C(=O)NC2=CC(=CC(=C2)C(F)(F)F)N3C=C(N=C3)C)NC4=NC=CC(=N4)C5=CN=CC=C5. Synergy scores: CSS=30.1, Synergy_ZIP=11.7, Synergy_Bliss=13.5, Synergy_Loewe=-34.8, Synergy_HSA=7.23. Cell line: HL-60(TB). (5) Cell line: HL-60(TB). Drug 1: C1CN1P(=S)(N2CC2)N3CC3. Synergy scores: CSS=58.8, Synergy_ZIP=2.00, Synergy_Bliss=2.36, Synergy_Loewe=-28.7, Synergy_HSA=-0.884. Drug 2: C1=NC2=C(N=C(N=C2N1C3C(C(C(O3)CO)O)F)Cl)N. (6) Drug 1: CC1C(C(CC(O1)OC2CC(CC3=C2C(=C4C(=C3O)C(=O)C5=C(C4=O)C(=CC=C5)OC)O)(C(=O)C)O)N)O.Cl. Drug 2: CS(=O)(=O)OCCCCOS(=O)(=O)C. Cell line: IGROV1. Synergy scores: CSS=41.8, Synergy_ZIP=10.0, Synergy_Bliss=11.1, Synergy_Loewe=-26.1, Synergy_HSA=13.3.